From a dataset of Catalyst prediction with 721,799 reactions and 888 catalyst types from USPTO. Predict which catalyst facilitates the given reaction. Reactant: [CH3:1][O:2][C:3]1[CH:8]=[CH:7][C:6]([NH:9][C:10](=[O:12])[O-])=[CH:5][C:4]=1[C:13]([F:16])([F:15])[F:14].[CH3:17][O:18][C:19]1[CH:20]=[C:21]2[C:26](=[CH:27][C:28]=1[O:29][CH2:30][CH2:31][O:32][CH3:33])[N:25]=[CH:24][N:23]=[C:22]2[O:34][C:35]1[CH:36]=[C:37]([CH:39]=[CH:40][CH:41]=1)[NH2:38].C(N(C(C)C)CC)(C)C. Product: [CH3:1][O:2][C:3]1[CH:8]=[CH:7][C:6]([NH:9][C:10]([NH:38][C:37]2[CH:39]=[CH:40][CH:41]=[C:35]([O:34][C:22]3[C:21]4[C:26](=[CH:27][C:28]([O:29][CH2:30][CH2:31][O:32][CH3:33])=[C:19]([O:18][CH3:17])[CH:20]=4)[N:25]=[CH:24][N:23]=3)[CH:36]=2)=[O:12])=[CH:5][C:4]=1[C:13]([F:16])([F:15])[F:14]. The catalyst class is: 142.